Predict which catalyst facilitates the given reaction. From a dataset of Catalyst prediction with 721,799 reactions and 888 catalyst types from USPTO. (1) Reactant: [CH2:1]([O:3][C:4](=[O:15])[CH:5]([CH3:14])[CH2:6][NH:7][CH:8]1[CH2:13][CH2:12][O:11][CH2:10][CH2:9]1)[CH3:2].[Cl:16][C:17]1[N:22]=[C:21](Cl)[C:20]([N+:24]([O-:26])=[O:25])=[CH:19][N:18]=1.C(=O)(O)[O-].[K+]. Product: [CH2:1]([O:3][C:4](=[O:15])[CH:5]([CH3:14])[CH2:6][N:7]([C:19]1[C:20]([N+:24]([O-:26])=[O:25])=[CH:21][N:22]=[C:17]([Cl:16])[N:18]=1)[CH:8]1[CH2:13][CH2:12][O:11][CH2:10][CH2:9]1)[CH3:2]. The catalyst class is: 84. (2) Reactant: [O:1]([C:8]1[CH:13]=[CH:12][CH:11]=[CH:10][C:9]=1[NH2:14])[C:2]1[CH:7]=[CH:6][CH:5]=[CH:4][CH:3]=1.[CH2:15]1[O:25][C:24]2[C:17](=[C:18]([CH:21]=[CH:22][CH:23]=2)[CH:19]=O)[O:16]1.CO.[BH4-].[Na+]. Product: [O:25]1[C:24]2[CH:23]=[CH:22][CH:21]=[C:18]([CH2:19][NH:14][C:9]3[CH:10]=[CH:11][CH:12]=[CH:13][C:8]=3[O:1][C:2]3[CH:3]=[CH:4][CH:5]=[CH:6][CH:7]=3)[C:17]=2[O:16][CH2:15]1. The catalyst class is: 106. (3) Reactant: [Br:1][C:2]1[CH:7]=[CH:6][C:5]([NH:8][C:9](=[NH:20])[C:10]([C:13]2[CH:18]=[CH:17][CH:16]=[CH:15][C:14]=2[Cl:19])([CH3:12])[CH3:11])=[CH:4][CH:3]=1.I[CH2:22][C:23]([CH:25]1[CH2:29][CH2:28][CH2:27][N:26]1[C:30]([O:32][C:33]([CH3:36])([CH3:35])[CH3:34])=[O:31])=O.C([O-])(O)=O.[Na+]. Product: [Br:1][C:2]1[CH:3]=[CH:4][C:5]([N:8]2[CH:22]=[C:23]([CH:25]3[CH2:29][CH2:28][CH2:27][N:26]3[C:30]([O:32][C:33]([CH3:36])([CH3:35])[CH3:34])=[O:31])[N:20]=[C:9]2[C:10]([C:13]2[CH:18]=[CH:17][CH:16]=[CH:15][C:14]=2[Cl:19])([CH3:12])[CH3:11])=[CH:6][CH:7]=1. The catalyst class is: 12. (4) Reactant: C[C:2]([CH3:5])([O-])[CH3:3].[Na+].[Br:7][C:8]1[CH:15]=[CH:14][C:11]([CH:12]=O)=[CH:10][CH:9]=1.[OH2:16]. Product: [Br:7][C:8]1[CH:15]=[CH:14][C:11]([CH:12]=[C:2]([CH3:5])[CH2:3][OH:16])=[CH:10][CH:9]=1. The catalyst class is: 3. (5) Reactant: [CH3:1][O:2][C:3]1[CH:8]=[C:7]([O:9][C:10]2[CH:15]=[CH:14][C:13]([NH:16][C:17](=O)[CH2:18][O:19][C:20]3[CH:21]=[C:22]([CH:27]=[CH:28][CH:29]=3)[C:23]([O:25][CH3:26])=[O:24])=[C:12]([NH:31][CH3:32])[CH:11]=2)[CH:6]=[CH:5][N:4]=1. Product: [CH3:1][O:2][C:3]1[CH:8]=[C:7]([O:9][C:10]2[CH:15]=[CH:14][C:13]3[N:16]=[C:17]([CH2:18][O:19][C:20]4[CH:21]=[C:22]([CH:27]=[CH:28][CH:29]=4)[C:23]([O:25][CH3:26])=[O:24])[N:31]([CH3:32])[C:12]=3[CH:11]=2)[CH:6]=[CH:5][N:4]=1. The catalyst class is: 15. (6) Reactant: CC1(C)C(C)(C)OB([C:9]2[CH:10]=[C:11]3[C:16](=[C:17]([O:19]COCC[Si](C)(C)C)[CH:18]=2)[N:15]=[CH:14][N:13](COCC[Si](C)(C)C)[C:12]3=[O:36])O1.Br[C:39]1[CH:44]=[CH:43][CH:42]=[CH:41][C:40]=1[C:45]([C:47]1[CH:52]=[CH:51][CH:50]=[CH:49][CH:48]=1)=[O:46].C(=O)([O-])[O-].[K+].[K+]. Product: [C:45]([C:47]1[CH:52]=[CH:51][CH:50]=[CH:49][C:48]=1[C:9]1[CH:10]=[C:11]2[C:16](=[C:17]([OH:19])[CH:18]=1)[N:15]=[CH:14][NH:13][C:12]2=[O:36])(=[O:46])[C:40]1[CH:41]=[CH:42][CH:43]=[CH:44][CH:39]=1. The catalyst class is: 688. (7) Reactant: CO[C:3](=[O:14])[CH2:4][C:5]1[CH:13]=[CH:12][CH:11]=[CH:10][C:6]=1[C:7]([OH:9])=O.[CH2:15]1[C:20]2([CH2:25][CH2:24][NH:23][CH2:22][CH2:21]2)[CH2:19][CH2:18][N:17](C(OC(C)(C)C)=O)[CH2:16]1.COC(=O)CC1C=CC=CC=1C([N:41]1CCC2(CCN(C(OC(C)(C)C)=O)CC2)CC1)=O. Product: [CH2:15]1[C:20]2([CH2:25][CH2:24][NH:23][CH2:22][CH2:21]2)[CH2:19][CH2:18][N:17]([C:7]([C:6]2[CH:10]=[CH:11][CH:12]=[CH:13][C:5]=2[CH2:4][C:3]([NH2:41])=[O:14])=[O:9])[CH2:16]1. The catalyst class is: 547. (8) Product: [NH2:1][C:2]1[C:10]([O:11][CH3:12])=[CH:9][C:8]([Br:13])=[CH:7][C:3]=1[CH2:4][OH:5]. The catalyst class is: 7. Reactant: [NH2:1][C:2]1[C:10]([O:11][CH3:12])=[CH:9][C:8]([Br:13])=[CH:7][C:3]=1[C:4](O)=[O:5].B.C1COCC1.